From a dataset of Reaction yield outcomes from USPTO patents with 853,638 reactions. Predict the reaction yield, written as a fraction of the theoretical maximum amount of product (1.0 means a 100% yield; for example, 0.34 means a 34% yield). (1) The reactants are C1(C[N:8]2[CH2:13][CH2:12][CH:11]([N:14]([CH2:28][CH3:29])[C:15](=[O:27])[CH2:16][C:17]3[CH:22]=[CH:21][C:20]([S:23]([CH3:26])(=[O:25])=[O:24])=[CH:19][CH:18]=3)[CH2:10][CH2:9]2)C=CC=CC=1.C([O-])=O.[NH4+]. The catalyst is C(O)C. The product is [NH:8]1[CH2:13][CH2:12][CH:11]([N:14]([CH2:28][CH3:29])[C:15](=[O:27])[CH2:16][C:17]2[CH:22]=[CH:21][C:20]([S:23]([CH3:26])(=[O:24])=[O:25])=[CH:19][CH:18]=2)[CH2:10][CH2:9]1. The yield is 0.940. (2) The reactants are [Cl:1][C:2]1[CH:7]=[C:6](/[CH:8]=[CH:9]/[CH:10]([C:15]2[CH:20]=[C:19]([Cl:21])[CH:18]=[C:17]([Cl:22])[CH:16]=2)[C:11]([F:14])([F:13])[F:12])[CH:5]=[CH:4][C:3]=1[CH2:23][NH2:24].C1C=CC2N([OH:34])N=NC=2C=1.CCN=C=NC[CH2:41][CH2:42]N(C)C.Cl.CCN(C(C)C)C(C)C. The catalyst is CN(C=O)C.O. The product is [Cl:1][C:2]1[CH:7]=[C:6](/[CH:8]=[CH:9]/[CH:10]([C:15]2[CH:16]=[C:17]([Cl:22])[CH:18]=[C:19]([Cl:21])[CH:20]=2)[C:11]([F:13])([F:14])[F:12])[CH:5]=[CH:4][C:3]=1[CH2:23][NH:24][C:41](=[O:34])[CH3:42]. The yield is 0.600. (3) The reactants are C([NH:4][C@:5]1([C:22](NC(C)(C)C)=[O:23])[C@@H:9]([CH2:10][CH2:11][CH2:12][B:13]2[O:17]C(C)(C)C(C)(C)[O:14]2)[CH2:8][NH:7][CH2:6]1)(=O)C.C([N:39]1[CH2:44][CH2:43][C:42](=O)[CH2:41][CH2:40]1)(OCC1C=CC=CC=1)=O.S([O-])([O-])(=O)=[O:47].[Na+].[Na+].C(O)(=O)C.C(O[BH-](OC(=O)C)OC(=O)C)(=O)C.[Na+].C(=O)([O-])[O-].[Na+].[Na+]. The catalyst is ClCCCl. The product is [NH2:4][C@:5]1([C:22]([OH:23])=[O:47])[C@@H:9]([CH2:10][CH2:11][CH2:12][B:13]([OH:14])[OH:17])[CH2:8][N:7]([CH:42]2[CH2:43][CH2:44][NH:39][CH2:40][CH2:41]2)[CH2:6]1. The yield is 0.710.